This data is from Forward reaction prediction with 1.9M reactions from USPTO patents (1976-2016). The task is: Predict the product of the given reaction. Given the reactants [C:1]([C:4]1[CH:11]=[CH:10][C:7](C=O)=[CH:6][CH:5]=1)([OH:3])=[O:2].[CH2:12]([C:14]([C:16]1[CH:21]=[CH:20][CH:19]=[CH:18][CH:17]=1)=[O:15])[CH3:13].[OH-].[K+], predict the reaction product. The product is: [C:11]1([CH:13]=[CH:12][C:14]([C:16]2[CH:21]=[CH:20][CH:19]=[CH:18][CH:17]=2)=[O:15])[C:4]([C:1]([OH:3])=[O:2])=[CH:5][CH:6]=[CH:7][CH:10]=1.